From a dataset of Forward reaction prediction with 1.9M reactions from USPTO patents (1976-2016). Predict the product of the given reaction. (1) Given the reactants [N+:1]([C:4]1[S:5][CH:6]=[C:7]([CH:9]=O)[CH:8]=1)([O-:3])=[O:2].[CH2:11]1[C:16](=O)[CH2:15][C:13](=[O:14])[CH2:12]1.[NH2:18][C:19]1[N:23]([CH3:24])[NH:22][C:21](=[O:25])[CH:20]=1, predict the reaction product. The product is: [CH3:24][N:23]1[C:19]2[NH:18][C:16]3[CH2:11][CH2:12][C:13](=[O:14])[C:15]=3[CH:9]([C:7]3[CH:8]=[C:4]([N+:1]([O-:3])=[O:2])[S:5][CH:6]=3)[C:20]=2[C:21](=[O:25])[NH:22]1. (2) The product is: [O:7]1[CH2:11][CH2:10][O:9][CH:8]1[C:12]1[CH:17]=[C:16]([O:18][CH3:19])[CH:15]=[CH:14][C:13]=1[CH2:6][CH2:5][O:4][NH:23][CH:26]=[O:31]. Given the reactants ClC([O:4][CH2:5][CH3:6])=O.[O:7]1[CH2:11][CH2:10][O:9][CH:8]1[C:12]1[CH:17]=[C:16]([O:18][CH3:19])[CH:15]=[CH:14][C:13]=1N.C([N:23]([CH2:26]C)CC)C.C1C[O:31]CC1, predict the reaction product. (3) Given the reactants [C:1](Cl)(=[O:3])C.[Br:5][C:6]1[C:14]2[C:9](=[N:10][CH:11]=[CH:12][CH:13]=2)[S:8][C:7]=1[CH:15]([O:18][Si](C)(C)C)[C:16]#N.C[OH:24], predict the reaction product. The product is: [Br:5][C:6]1[C:14]2[C:9](=[N:10][CH:11]=[CH:12][CH:13]=2)[S:8][C:7]=1[CH:15]([OH:18])[C:16]([O:3][CH3:1])=[O:24]. (4) Given the reactants [Cl:1][C:2]1[CH:3]=[CH:4][C:5]([O:22][CH2:23][C:24]([OH:26])=O)=[C:6]2[C:11]=1[N:10]=[C:9]([CH3:12])[C:8]([CH2:13][C:14]1[CH:19]=[CH:18][C:17]([Cl:20])=[CH:16][CH:15]=1)=[C:7]2[CH3:21].Cl.CN(C)CCCN=C=NCC.[CH3:39][S:40]([NH2:43])(=[O:42])=[O:41], predict the reaction product. The product is: [Cl:1][C:2]1[CH:3]=[CH:4][C:5]([O:22][CH2:23][C:24]([NH:43][S:40]([CH3:39])(=[O:42])=[O:41])=[O:26])=[C:6]2[C:11]=1[N:10]=[C:9]([CH3:12])[C:8]([CH2:13][C:14]1[CH:15]=[CH:16][C:17]([Cl:20])=[CH:18][CH:19]=1)=[C:7]2[CH3:21]. (5) Given the reactants Cl[C:2]([O:4][C:5]1[CH:10]=[CH:9][C:8]([F:11])=[CH:7][CH:6]=1)=[O:3].C(N(CC)C(C)C)(C)C.[C:21]1([C:27]2[CH:34]=[CH:33][C:30]([CH2:31][NH2:32])=[CH:29][CH:28]=2)[CH:26]=[CH:25][CH:24]=[CH:23][CH:22]=1, predict the reaction product. The product is: [C:27]1([C:21]2[CH:22]=[CH:23][CH:24]=[CH:25][CH:26]=2)[CH:28]=[CH:29][C:30]([CH2:31][NH:32][C:2](=[O:3])[O:4][C:5]2[CH:10]=[CH:9][C:8]([F:11])=[CH:7][CH:6]=2)=[CH:33][CH:34]=1. (6) The product is: [Cl:1][C:2]1[CH:7]=[CH:6][CH:5]=[C:4]([F:8])[C:3]=1[NH:9][C:10]1[NH:22][C:21]2[C:16]3[N:17]=[C:18]([CH3:20])[O:19][C:15]=3[C:14]([C:23]([OH:25])=[O:24])=[CH:13][C:12]=2[N:11]=1. Given the reactants [Cl:1][C:2]1[CH:7]=[CH:6][CH:5]=[C:4]([F:8])[C:3]=1[NH:9][C:10]1[NH:22][C:21]2[C:16]3[N:17]=[C:18]([CH3:20])[O:19][C:15]=3[C:14]([C:23]([O:25]C)=[O:24])=[CH:13][C:12]=2[N:11]=1.[OH-].[Na+], predict the reaction product. (7) Given the reactants FC(F)(F)S(O[C:7]1[CH:8]=[CH:9][C:10]2[CH2:16][CH:15]([CH2:17][C:18]([O:20][CH2:21][CH3:22])=[O:19])[C:14]3[CH:23]=[CH:24][CH:25]=[CH:26][C:13]=3[CH2:12][C:11]=2[CH:27]=1)(=O)=O.[O:30]1[CH2:35][CH2:34][CH2:33][CH2:32][CH:31]1[O:36][CH2:37][CH2:38][C:39]#[C:40][Sn](CCCC)(CCCC)CCCC.[Li+].[Cl-], predict the reaction product. The product is: [O:30]1[CH2:35][CH2:34][CH2:33][CH2:32][CH:31]1[O:36][CH2:37][CH2:38][C:39]#[C:40][C:7]1[CH:8]=[CH:9][C:10]2[CH2:16][CH:15]([CH2:17][C:18]([O:20][CH2:21][CH3:22])=[O:19])[C:14]3[CH:23]=[CH:24][CH:25]=[CH:26][C:13]=3[CH2:12][C:11]=2[CH:27]=1. (8) Given the reactants Cl.Cl.[NH2:3][CH2:4][C:5]1[C:6]([C:22]2[CH:27]=[CH:26][C:25]([CH3:28])=[CH:24][CH:23]=2)=[C:7]([CH2:18][C:19]([OH:21])=[O:20])[C:8]([CH2:16][CH3:17])=[N:9][C:10]=1[CH2:11][C:12]([CH3:15])([CH3:14])[CH3:13].[OH-].[Na+], predict the reaction product. The product is: [NH2:3][CH2:4][C:5]1[C:6]([C:22]2[CH:27]=[CH:26][C:25]([CH3:28])=[CH:24][CH:23]=2)=[C:7]([CH2:18][C:19]([OH:21])=[O:20])[C:8]([CH2:16][CH3:17])=[N:9][C:10]=1[CH2:11][C:12]([CH3:14])([CH3:15])[CH3:13]. (9) The product is: [Br:1][C:2]1[CH:3]=[C:4]([N:8]2[CH:12]=[CH:11][C:10]([CH2:13][CH2:14][C:15]3[CH:19]=[CH:18][N:17]([C:20]4[CH:21]=[C:22]([CH:23]=[CH:24][CH:25]=4)[NH:26][C:30]4[CH:31]=[CH:32][CH:33]=[CH:34][CH:35]=4)[N:16]=3)=[N:9]2)[CH:5]=[CH:6][CH:7]=1. Given the reactants [Br:1][C:2]1[CH:3]=[C:4]([N:8]2[CH:12]=[CH:11][C:10]([CH2:13][CH2:14][C:15]3[CH:19]=[CH:18][N:17]([C:20]4[CH:21]=[C:22]([N:26]([C:30]5[CH:35]=[CH:34][CH:33]=[CH:32][CH:31]=5)C(=O)C)[CH:23]=[CH:24][CH:25]=4)[N:16]=3)=[N:9]2)[CH:5]=[CH:6][CH:7]=1.[OH-].[K+].CCO, predict the reaction product. (10) Given the reactants [F:1][C:2]1[C:22]([N:23]2[CH2:28][CH2:27][N:26]([C:29]3[CH:34]=[CH:33][C:32]([F:35])=[CH:31][CH:30]=3)[CH2:25][CH2:24]2)=[CH:21][C:5]2=[N:6][C:7]3[N:8]([CH3:20])[CH:9]=[C:10]([C:15]([O:17]CC)=[O:16])[C:11](=[O:14])[C:12]=3[CH:13]=[C:4]2[CH:3]=1.O, predict the reaction product. The product is: [F:1][C:2]1[C:22]([N:23]2[CH2:24][CH2:25][N:26]([C:29]3[CH:34]=[CH:33][C:32]([F:35])=[CH:31][CH:30]=3)[CH2:27][CH2:28]2)=[CH:21][C:5]2=[N:6][C:7]3[N:8]([CH3:20])[CH:9]=[C:10]([C:15]([OH:17])=[O:16])[C:11](=[O:14])[C:12]=3[CH:13]=[C:4]2[CH:3]=1.